Dataset: Full USPTO retrosynthesis dataset with 1.9M reactions from patents (1976-2016). Task: Predict the reactants needed to synthesize the given product. (1) The reactants are: C(O[C:4]([C:6]1[CH:7]=[C:8]2[CH:14]=[C:13]([CH2:15]OC)[O:12][C:9]2=[N:10][CH:11]=1)=O)C.O1[C:22]2=[N:23][CH:24]=C(CCCNC)C=[C:21]2C=C1. Given the product [CH3:24][NH:23][CH2:22][CH2:21][CH2:4][C:6]1[CH:7]=[C:8]2[CH:14]=[C:13]([CH3:15])[O:12][C:9]2=[N:10][CH:11]=1, predict the reactants needed to synthesize it. (2) Given the product [N:47]1[CH:48]=[CH:49][N:50]=[CH:51][C:46]=1[CH2:45][N:1]1[C:9]2[C:4](=[CH:5][CH:6]=[CH:7][CH:8]=2)[C:3]2([CH2:13][O:12][C:11]3[CH:14]=[C:15]4[C:19](=[CH:20][C:10]2=3)[CH2:18][CH2:17][O:16]4)[C:2]1=[O:21], predict the reactants needed to synthesize it. The reactants are: [NH:1]1[C:9]2[C:4](=[CH:5][CH:6]=[CH:7][CH:8]=2)[C:3]2([CH2:13][O:12][C:11]3[CH:14]=[C:15]4[C:19](=[CH:20][C:10]2=3)[CH2:18][CH2:17][O:16]4)[C:2]1=[O:21].CC1C2C=C3C4(C5C(=CC=CC=5)NC4=O)COC3=CC=2ON=1.Cl[CH2:45][C:46]1[CH:51]=[N:50][CH:49]=[CH:48][N:47]=1.BrCC1OC(C(F)(F)F)=CC=1. (3) Given the product [CH:28]1([CH:4]([O:5][C:6]2[CH:27]=[CH:26][C:9]3[C:10]4[N:14]([CH:13]=[C:12]([C:18]5[N:19]([CH:23]([CH3:25])[CH3:24])[N:20]=[CH:21][N:22]=5)[N:11]=4)[CH2:15][CH2:16][O:17][C:8]=3[CH:7]=2)[C:3]([NH2:32])=[O:2])[CH2:29][CH2:30]1, predict the reactants needed to synthesize it. The reactants are: C[O:2][C:3](=O)[CH:4]([CH:28]1[CH2:30][CH2:29]1)[O:5][C:6]1[CH:27]=[CH:26][C:9]2[C:10]3[N:14]([CH2:15][CH2:16][O:17][C:8]=2[CH:7]=1)[CH:13]=[C:12]([C:18]1[N:19]([CH:23]([CH3:25])[CH3:24])[N:20]=[CH:21][N:22]=1)[N:11]=3.[NH3:32]. (4) Given the product [Br:1][C:2]1[CH:3]=[CH:4][C:5]2[S:9][C:8]([CH2:10][NH:11][S:21]([CH3:20])(=[O:23])=[O:22])=[N:7][C:6]=2[CH:12]=1, predict the reactants needed to synthesize it. The reactants are: [Br:1][C:2]1[CH:3]=[CH:4][C:5]2[S:9][C:8]([CH2:10][NH2:11])=[N:7][C:6]=2[CH:12]=1.C(N(CC)CC)C.[CH3:20][S:21](Cl)(=[O:23])=[O:22]. (5) Given the product [O:1]=[C:2]1[N:11]([N:12]([C:27](=[O:30])[CH2:28][CH3:29])[S:13]([CH3:16])(=[O:15])=[O:14])[C:10](=[O:17])[C:9]2[C:4](=[CH:5][C:6]([C:23]([F:25])([F:26])[F:24])=[C:7]([C@H:18]3[CH2:22][CH2:21][CH2:20][O:19]3)[CH:8]=2)[NH:3]1, predict the reactants needed to synthesize it. The reactants are: [O:1]=[C:2]1[N:11]([NH:12][S:13]([CH3:16])(=[O:15])=[O:14])[C:10](=[O:17])[C:9]2[C:4](=[CH:5][C:6]([C:23]([F:26])([F:25])[F:24])=[C:7]([C@H:18]3[CH2:22][CH2:21][CH2:20][O:19]3)[CH:8]=2)[NH:3]1.[C:27](Cl)(=[O:30])[CH2:28][CH3:29]. (6) Given the product [C:17]([O:20][N:21]([S:11]([C:6]1[CH:7]=[CH:8][CH:9]=[CH:10][C:5]=1[S:2]([CH3:1])(=[O:4])=[O:3])(=[O:13])=[O:12])[C:22](=[O:23])[O:24][C:25]([CH3:28])([CH3:27])[CH3:26])(=[O:19])[CH3:18], predict the reactants needed to synthesize it. The reactants are: [CH3:1][S:2]([C:5]1[CH:10]=[CH:9][CH:8]=[CH:7][C:6]=1[S:11](Cl)(=[O:13])=[O:12])(=[O:4])=[O:3].[H-].[Na+].[C:17]([O:20][NH:21][C:22]([O:24][C:25]([CH3:28])([CH3:27])[CH3:26])=[O:23])(=[O:19])[CH3:18]. (7) Given the product [CH2:1]([O:3][C:4]1[CH:9]=[CH:8][CH:7]=[CH:6][C:5]=1[O:10][CH2:12][CH3:13])[CH3:2], predict the reactants needed to synthesize it. The reactants are: [CH2:1]([O:3][C:4]1[CH:9]=[CH:8][CH:7]=[CH:6][C:5]=1[OH:10])[CH3:2].I[CH2:12][CH3:13].C(=O)([O-])[O-].[K+].[K+].C(OCC)(=O)C.